Dataset: Reaction yield outcomes from USPTO patents with 853,638 reactions. Task: Predict the reaction yield, written as a fraction of the theoretical maximum amount of product (1.0 means a 100% yield; for example, 0.34 means a 34% yield). (1) The reactants are [I:1][C:2]1[N:7]=[N:6][C:5]([NH2:8])=[CH:4][CH:3]=1.Cl[CH2:10][C:11]([NH:13][C:14](=[O:20])[O:15][C:16]([CH3:19])([CH3:18])[CH3:17])=O.P([O-])([O-])(O)=O.[Na+].[Na+].CC(N(C)C)=O. The catalyst is O. The product is [I:1][C:2]1[CH:3]=[CH:4][C:5]2[N:6]([CH:10]=[C:11]([NH:13][C:14](=[O:20])[O:15][C:16]([CH3:19])([CH3:18])[CH3:17])[N:8]=2)[N:7]=1. The yield is 0.390. (2) The catalyst is CN(C=O)C.C(OCC)(=O)C. The product is [NH2:9][C:5]1[C:4]([F:10])=[C:3]([CH:8]=[CH:7][CH:6]=1)[CH2:2][N:1]1[C:32](=[O:33])[C:25]2[C:26](=[CH:30][CH:31]=[C:23]([O:22][C:17]3[N:18]=[CH:19][CH:20]=[CH:21][N:16]=3)[CH:24]=2)[C:27]1=[O:28]. The yield is 0.100. The reactants are [NH2:1][CH2:2][C:3]1[C:4]([F:10])=[C:5]([NH2:9])[CH:6]=[CH:7][CH:8]=1.N1C=CN=C1.[N:16]1[CH:21]=[CH:20][CH:19]=[N:18][C:17]=1[O:22][C:23]1[CH:24]=[C:25]([C:32](O)=[O:33])[C:26](=[CH:30][CH:31]=1)[C:27](O)=[O:28].O.